From a dataset of Forward reaction prediction with 1.9M reactions from USPTO patents (1976-2016). Predict the product of the given reaction. (1) Given the reactants Cl[C:2]1[CH:7]=[CH:6][C:5]([O:8][CH3:9])=[CH:4][C:3]=1[N+:10]([O-])=O.C(OC)(=O)[CH2:14][C:15](OC)=[O:16].[H-].[Na+], predict the reaction product. The product is: [CH3:9][O:8][C:5]1[CH:4]=[C:3]2[C:2]([CH2:14][C:15](=[O:16])[NH:10]2)=[CH:7][CH:6]=1. (2) The product is: [CH3:1][O:2][C:3]([C:5]1[CH:6]=[C:7]2[CH:13]=[C:12]([C:14](=[O:21])[CH2:15][CH:16]3[CH2:20][CH2:19][CH2:18][CH2:17]3)[N:11]([S:22]([C:25]3[CH:26]=[CH:27][CH:28]=[CH:29][CH:30]=3)(=[O:23])=[O:24])[C:8]2=[N:9][CH:10]=1)=[O:4]. Given the reactants [CH3:1][O:2][C:3]([C:5]1[CH:6]=[C:7]2[CH:13]=[C:12]([CH:14]([OH:21])[CH2:15][CH:16]3[CH2:20][CH2:19][CH2:18][CH2:17]3)[N:11]([S:22]([C:25]3[CH:30]=[CH:29][CH:28]=[CH:27][CH:26]=3)(=[O:24])=[O:23])[C:8]2=[N:9][CH:10]=1)=[O:4].CC(OI1(OC(C)=O)(OC(C)=O)OC(=O)C2C=CC=CC1=2)=O.ClCCl, predict the reaction product.